From a dataset of Catalyst prediction with 721,799 reactions and 888 catalyst types from USPTO. Predict which catalyst facilitates the given reaction. (1) Reactant: [C:1]([C:5]1[CH:6]=[C:7]([NH:11][C:12]2[S:13][C:14]3[CH:20]=[CH:19][C:18]([OH:21])=[CH:17][C:15]=3[N:16]=2)[CH:8]=[CH:9][CH:10]=1)([CH3:4])([CH3:3])[CH3:2].C[Si]([N-][Si](C)(C)C)(C)C.[K+].C(=O)([O-])[O-].[K+].[K+].Cl[C:39]1[CH:44]=[CH:43][N:42]=[C:41]([NH:45][C:46]([CH:48]2[CH2:53][CH2:52][N:51]([CH3:54])[CH2:50][CH2:49]2)=[O:47])[CH:40]=1. Product: [C:1]([C:5]1[CH:6]=[C:7]([NH:11][C:12]2[S:13][C:14]3[CH:20]=[CH:19][C:18]([O:21][C:39]4[CH:44]=[CH:43][N:42]=[C:41]([NH:45][C:46]([CH:48]5[CH2:53][CH2:52][N:51]([CH3:54])[CH2:50][CH2:49]5)=[O:47])[CH:40]=4)=[CH:17][C:15]=3[N:16]=2)[CH:8]=[CH:9][CH:10]=1)([CH3:4])([CH3:2])[CH3:3]. The catalyst class is: 9. (2) Reactant: [N+:1]([C:4]1[CH:17]=[CH:16][C:7]([O:8][C:9]2[CH:14]=[CH:13][N:12]=[C:11]([NH2:15])[CH:10]=2)=[CH:6][CH:5]=1)([O-:3])=[O:2].C(N(CC)CC)C.Cl[C:26](OC1C=CC=CC=1)=[O:27].Cl.Cl.[N:37]1([CH2:42][CH:43]2[CH2:48][CH2:47][NH:46][CH2:45][CH2:44]2)[CH2:41][CH2:40][CH2:39][CH2:38]1. Product: [N+:1]([C:4]1[CH:17]=[CH:16][C:7]([O:8][C:9]2[CH:14]=[CH:13][N:12]=[C:11]([NH:15][C:26]([N:46]3[CH2:47][CH2:48][CH:43]([CH2:42][N:37]4[CH2:41][CH2:40][CH2:39][CH2:38]4)[CH2:44][CH2:45]3)=[O:27])[CH:10]=2)=[CH:6][CH:5]=1)([O-:3])=[O:2]. The catalyst class is: 7. (3) Reactant: [Cl:1][C:2]1[CH:3]=[C:4]2[C:9](=[CH:10][CH:11]=1)[N:8]=[CH:7][C:6]([NH2:12])=[C:5]2[NH:13][CH2:14][C:15]1[CH:20]=[CH:19][C:18]([O:21][CH3:22])=[CH:17][C:16]=1[O:23][CH3:24].Cl[C:26]1C=C2C(=CC=1)N=CC(N)=C2NC.C([O-])([O-])OC.Cl. Product: [Cl:1][C:2]1[CH:11]=[CH:10][C:9]2[N:8]=[CH:7][C:6]3[N:12]=[CH:26][N:13]([CH2:14][C:15]4[CH:20]=[CH:19][C:18]([O:21][CH3:22])=[CH:17][C:16]=4[O:23][CH3:24])[C:5]=3[C:4]=2[CH:3]=1. The catalyst class is: 106. (4) Reactant: [C:1]([N:6]1[C@H:10]([CH2:11][C:12]2[CH:17]=[CH:16][CH:15]=[CH:14][CH:13]=2)[CH2:9][O:8][C:7]1=[O:18])(=[O:5])[CH2:2][CH2:3][CH3:4].C[Si](C)(C)[N-][Si](C)(C)C.[Li+].[CH2:29]([O:32][CH2:33][C:34]1[C:43]2[C:38](=[CH:39][CH:40]=[CH:41][CH:42]=2)[CH:37]=[C:36]([CH2:44]Br)[CH:35]=1)[CH2:30][CH3:31].[Cl-].[NH4+]. Product: [CH2:3]([C@@H:2]([CH2:44][C:36]1[CH:35]=[C:34]([CH2:33][O:32][CH2:29][CH2:30][CH3:31])[C:43]2[C:38](=[CH:39][CH:40]=[CH:41][CH:42]=2)[CH:37]=1)[C:1]([N:6]1[C@H:10]([CH2:11][C:12]2[CH:13]=[CH:14][CH:15]=[CH:16][CH:17]=2)[CH2:9][O:8][C:7]1=[O:18])=[O:5])[CH3:4]. The catalyst class is: 7. (5) Reactant: [CH3:1][O:2][C:3]1[CH:18]=[CH:17][C:6]([C:7]([NH:9][CH:10]([CH2:14][CH:15]=[CH2:16])[C:11]([OH:13])=O)=[O:8])=[CH:5][CH:4]=1.N1C=CC=C[CH:20]=1.CC(OC(C)=O)=O. Product: [C:11]([CH:10]([NH:9][C:7](=[O:8])[C:6]1[CH:5]=[CH:4][C:3]([O:2][CH3:1])=[CH:18][CH:17]=1)[CH2:14][CH:15]=[CH2:16])(=[O:13])[CH3:20]. The catalyst class is: 6. (6) Reactant: [Br:1][C:2]1[CH:3]=[C:4]2[C:9](=[CH:10][CH:11]=1)[O:8]C(=O)[CH2:6][C:5]2([CH3:14])[CH3:13].[CH2:15]([Mg]Br)C.Cl.C([O:23][CH2:24][CH3:25])(=O)C. Product: [Br:1][C:2]1[CH:11]=[CH:10][C:9]([OH:8])=[C:4]([C:5]([CH3:13])([CH3:14])[CH2:6][C:24]([OH:23])([CH3:25])[CH3:15])[CH:3]=1. The catalyst class is: 188. (7) Reactant: I[C:2]1[S:6][C:5]([NH:7][C:8](=[O:10])[CH3:9])=[N:4][C:3]=1[CH3:11].C([Sn](CCCC)(CCCC)[C:17]1[S:18][CH:19]=[CH:20][CH:21]=1)CCC. Product: [CH3:11][C:3]1[N:4]=[C:5]([NH:7][C:8](=[O:10])[CH3:9])[S:6][C:2]=1[C:17]1[S:18][CH:19]=[CH:20][CH:21]=1. The catalyst class is: 151.